This data is from Full USPTO retrosynthesis dataset with 1.9M reactions from patents (1976-2016). The task is: Predict the reactants needed to synthesize the given product. (1) Given the product [ClH:40].[C:32]([C:34]1[CH:42]=[CH:41][C:37]([C:38]([N:15]([CH:12]2[CH2:13][CH2:14][N:9]([C:6]3[N:5]=[N:4][C:3]([C:17]4[CH:18]=[CH:19][C:20]([C:21]#[N:22])=[CH:23][CH:24]=4)=[C:2]([CH3:1])[C:7]=3[CH3:8])[CH2:10][CH2:11]2)[CH3:16])=[O:39])=[CH:36][CH:35]=1)#[N:33], predict the reactants needed to synthesize it. The reactants are: [CH3:1][C:2]1[C:7]([CH3:8])=[C:6]([N:9]2[CH2:14][CH2:13][CH:12]([NH:15][CH3:16])[CH2:11][CH2:10]2)[N:5]=[N:4][C:3]=1[C:17]1[CH:24]=[CH:23][C:20]([C:21]#[N:22])=[CH:19][CH:18]=1.C(N(CC)CC)C.[C:32]([C:34]1[CH:42]=[CH:41][C:37]([C:38]([Cl:40])=[O:39])=[CH:36][CH:35]=1)#[N:33].Cl. (2) Given the product [NH2:1][C:2]1[CH:7]=[CH:6][C:5]([CH2:8][CH2:9][NH:10][C:11](=[O:12])[O:13][C:14]([CH3:17])([CH3:16])[CH3:15])=[CH:4][CH:3]=1, predict the reactants needed to synthesize it. The reactants are: [NH2:1][C:2]1[CH:7]=[CH:6][C:5]([CH2:8][CH2:9][NH2:10])=[CH:4][CH:3]=1.[C:11](O[C:11]([O:13][C:14]([CH3:17])([CH3:16])[CH3:15])=[O:12])([O:13][C:14]([CH3:17])([CH3:16])[CH3:15])=[O:12]. (3) Given the product [C:13]([NH:17][C:18]([C:20]1[C:28]2[C:23](=[N:24][CH:25]=[C:26]([C:29]3[C:37]4[C:32](=[CH:33][CH:34]=[C:35]([O:38][CH:39]([F:40])[F:41])[CH:36]=4)[N:31]([CH2:7][C:5]4[CH:4]=[N:3][N:2]([CH3:1])[CH:6]=4)[N:30]=3)[N:27]=2)[N:22]([CH2:42][O:43][CH2:44][CH2:45][Si:46]([CH3:49])([CH3:48])[CH3:47])[CH:21]=1)=[O:19])([CH3:16])([CH3:15])[CH3:14], predict the reactants needed to synthesize it. The reactants are: [CH3:1][N:2]1[CH:6]=[C:5]([CH2:7]OS(C)(=O)=O)[CH:4]=[N:3]1.[C:13]([NH:17][C:18]([C:20]1[C:28]2[C:23](=[N:24][CH:25]=[C:26]([C:29]3[C:37]4[C:32](=[CH:33][CH:34]=[C:35]([O:38][CH:39]([F:41])[F:40])[CH:36]=4)[NH:31][N:30]=3)[N:27]=2)[N:22]([CH2:42][O:43][CH2:44][CH2:45][Si:46]([CH3:49])([CH3:48])[CH3:47])[CH:21]=1)=[O:19])([CH3:16])([CH3:15])[CH3:14].C([O-])([O-])=O.[Cs+].[Cs+]. (4) Given the product [OH:22][NH:21][C:18]([C:16]1[CH:15]=[CH:14][CH:13]=[C:12]([C:10]2[CH:9]=[N:8][N:7]([C:3]3[CH:2]=[N:1][CH:6]=[CH:5][CH:4]=3)[CH:11]=2)[N:17]=1)=[NH:19], predict the reactants needed to synthesize it. The reactants are: [N:1]1[CH:6]=[CH:5][CH:4]=[C:3]([N:7]2[CH:11]=[C:10]([C:12]3[N:17]=[C:16]([C:18](=S)[NH2:19])[CH:15]=[CH:14][CH:13]=3)[CH:9]=[N:8]2)[CH:2]=1.[NH2:21][OH:22]. (5) Given the product [Cl:50][CH2:51][CH2:52][CH2:53][NH:54][C:22]([C:3]1[N:2]([CH3:1])[CH:6]=[C:5]([NH:7][C:8]([NH:10][C:11]2[CH:12]=[CH:13][C:14]([O:17][C:18]([F:21])([F:20])[F:19])=[CH:15][CH:16]=2)=[O:9])[N:4]=1)=[O:23], predict the reactants needed to synthesize it. The reactants are: [CH3:1][N:2]1[CH:6]=[C:5]([NH:7][C:8]([NH:10][C:11]2[CH:16]=[CH:15][C:14]([O:17][C:18]([F:21])([F:20])[F:19])=[CH:13][CH:12]=2)=[O:9])[N:4]=[C:3]1[C:22](O)=[O:23].CN(C(ON1N=NC2C=CC=NC1=2)=[N+](C)C)C.F[P-](F)(F)(F)(F)F.Cl.[Cl:50][CH2:51][CH2:52][CH2:53][NH2:54].C(N(CC)CC)C. (6) Given the product [F:1][C:2]1[CH:3]=[C:4]([CH3:16])[C:5]([C:9]2[C:13](=[O:14])[CH2:12][CH2:11][C:10]=2[O:15][CH3:17])=[C:6]([CH3:8])[CH:7]=1, predict the reactants needed to synthesize it. The reactants are: [F:1][C:2]1[CH:7]=[C:6]([CH3:8])[C:5]([CH:9]2[C:13](=[O:14])[CH2:12][CH2:11][C:10]2=[O:15])=[C:4]([CH3:16])[CH:3]=1.[C:17](=O)([O-])[O-].[K+].[K+].IC. (7) The reactants are: [CH3:1][C:2]1([CH3:11])[CH2:7][CH2:6][C:5](=[O:8])[CH2:4][CH:3]1[C:9]#[N:10].[BH4-].[Na+].[Cl-].[NH4+]. Given the product [OH:8][C@@H:5]1[CH2:4][C@H:3]([C:9]#[N:10])[C:2]([CH3:11])([CH3:1])[CH2:7][CH2:6]1, predict the reactants needed to synthesize it.